From a dataset of Catalyst prediction with 721,799 reactions and 888 catalyst types from USPTO. Predict which catalyst facilitates the given reaction. (1) Reactant: [Cl:1][C:2]1[CH:3]=[C:4]([C:9](Cl)=[N:10][OH:11])[CH:5]=[N:6][C:7]=1[Cl:8].C(N(CC)CC)C.[CH3:20][C:21](=[CH2:23])[CH3:22]. Product: [Cl:8][C:7]1[C:2]([Cl:1])=[CH:3][C:4]([C:9]2[CH2:20][C:21]([CH3:23])([CH3:22])[O:11][N:10]=2)=[CH:5][N:6]=1. The catalyst class is: 28. (2) Reactant: [O:1]=[C:2]1[NH:11][CH2:10][C@@H:9]2[C@H:4]([CH2:5][CH2:6][CH2:7][CH2:8]2)[N:3]1[CH:12]1[CH2:17][CH2:16][N:15]([C:18]([O:20][C:21]([CH3:24])([CH3:23])[CH3:22])=[O:19])[CH2:14][CH2:13]1.[H-].[Na+].[CH3:27]I. Product: [CH3:27][N:11]1[CH2:10][C@@H:9]2[C@H:4]([CH2:5][CH2:6][CH2:7][CH2:8]2)[N:3]([CH:12]2[CH2:17][CH2:16][N:15]([C:18]([O:20][C:21]([CH3:24])([CH3:23])[CH3:22])=[O:19])[CH2:14][CH2:13]2)[C:2]1=[O:1]. The catalyst class is: 3. (3) The catalyst class is: 6. Reactant: O=C1[CH:7]=[C:6]([C:8]([OH:10])=[O:9])[CH:5]=CN1.[C:11](=O)([O-])[O-].[K+].[K+].IC.[CH3:19][N:20]([CH:22]=[O:23])[CH3:21]. Product: [CH3:11][O:10][C:8]([C:6]1[CH:5]=[CH:19][N:20]([CH3:21])[C:22](=[O:23])[CH:7]=1)=[O:9].